From a dataset of Full USPTO retrosynthesis dataset with 1.9M reactions from patents (1976-2016). Predict the reactants needed to synthesize the given product. (1) Given the product [OH:28][NH:27][C:19]([C:17]1[CH:16]=[CH:15][C:13]2[CH2:14][N:8]([CH2:7][C:6]3[CH:25]=[CH:26][C:3]([O:2][CH3:1])=[CH:4][CH:5]=3)[CH2:9][CH2:10][O:11][C:12]=2[N:18]=1)=[O:20], predict the reactants needed to synthesize it. The reactants are: [CH3:1][O:2][C:3]1[CH:26]=[CH:25][C:6]([CH2:7][N:8]2[CH2:14][C:13]3[CH:15]=[CH:16][C:17]([C:19](OC(C)C)=[O:20])=[N:18][C:12]=3[O:11][CH2:10][CH2:9]2)=[CH:5][CH:4]=1.[NH2:27][OH:28].[OH-].[Na+].Cl. (2) Given the product [Br:1][CH2:2][C:3]1[CH:4]=[C:5]([CH2:9][C:10]([NH:24][CH2:17][CH2:18][CH2:19][CH2:20][CH2:21][CH2:22][CH3:23])=[O:12])[CH:6]=[CH:7][CH:8]=1, predict the reactants needed to synthesize it. The reactants are: [Br:1][CH2:2][C:3]1[CH:4]=[C:5]([CH2:9][C:10]([OH:12])=O)[CH:6]=[CH:7][CH:8]=1.S(Cl)(Cl)=O.[CH2:17]([NH2:24])[CH2:18][CH2:19][CH2:20][CH2:21][CH2:22][CH3:23].C(N(CC)C(C)C)(C)C.Cl. (3) Given the product [C:3]([C:5]1[CH:10]=[CH:9][C:8]([CH2:11][CH2:12][C:13]2[CH:14]=[CH:15][C:16]([NH:19][C:20]([C:22]3[C:26]4[CH2:27][CH2:28][CH2:29][CH2:30][C:25]=4[S:24][C:23]=3[NH:31][C:32]([C:34]3[CH:35]=[C:36]([S:40]([N:43]([CH3:55])[CH2:44][C@@H:45]([C@H:47]([C@@H:49]([C@@H:51]([CH2:53][OH:54])[OH:52])[OH:50])[OH:48])[OH:46])(=[O:41])=[O:42])[CH:37]=[CH:38][CH:39]=3)=[O:33])=[O:21])=[CH:17][CH:18]=2)=[CH:7][CH:6]=1)([O-:4])=[O:2].[Na+:57], predict the reactants needed to synthesize it. The reactants are: C[O:2][C:3]([C:5]1[CH:10]=[CH:9][C:8]([CH2:11][CH2:12][C:13]2[CH:18]=[CH:17][C:16]([NH:19][C:20]([C:22]3[C:26]4[CH2:27][CH2:28][CH2:29][CH2:30][C:25]=4[S:24][C:23]=3[NH:31][C:32]([C:34]3[CH:35]=[C:36]([S:40]([N:43]([CH3:55])[CH2:44][C@@H:45]([C@H:47]([C@@H:49]([C@@H:51]([CH2:53][OH:54])[OH:52])[OH:50])[OH:48])[OH:46])(=[O:42])=[O:41])[CH:37]=[CH:38][CH:39]=3)=[O:33])=[O:21])=[CH:15][CH:14]=2)=[CH:7][CH:6]=1)=[O:4].[OH-].[Na+:57].